This data is from Reaction yield outcomes from USPTO patents with 853,638 reactions. The task is: Predict the reaction yield, written as a fraction of the theoretical maximum amount of product (1.0 means a 100% yield; for example, 0.34 means a 34% yield). (1) The reactants are [I:1][C:2]1[CH:11]=[N:10][C:5]2[NH:6][CH2:7][CH2:8][NH:9][C:4]=2[CH:3]=1.[C:12](Cl)(=[O:19])[C:13]1[CH:18]=[CH:17][CH:16]=[CH:15][CH:14]=1. No catalyst specified. The product is [I:1][C:2]1[CH:11]=[N:10][C:5]2[NH:6][CH2:7][CH2:8][N:9]([C:12]([C:13]3[CH:18]=[CH:17][CH:16]=[CH:15][CH:14]=3)=[O:19])[C:4]=2[CH:3]=1. The yield is 0.610. (2) The catalyst is CN(C=O)C.Cl[Pd]Cl. The yield is 0.660. The product is [OH:23][N:24]=[C:25]1[C:33]2([CH2:38][CH2:37][CH2:36][CH2:35][CH2:34]2)[C:32]2[C:27](=[CH:28][CH:29]=[C:30]([C:4]3[CH:5]=[C:6]([CH:7]=[C:2]([F:1])[CH:3]=3)[C:8]#[N:9])[CH:31]=2)[NH:26]1. The reactants are [F:1][C:2]1[CH:3]=[C:4](Br)[CH:5]=[C:6]([C:8]#[N:9])[CH:7]=1.C([O-])(=O)C.[K+].C([O:23][N:24]=[C:25]1[C:33]2([CH2:38][CH2:37][CH2:36][CH2:35][CH2:34]2)[C:32]2[C:27](=[CH:28][CH:29]=[C:30](Br)[CH:31]=2)[NH:26]1)C1C=CC=CC=1.C(=O)([O-])[O-].[Na+].[Na+]. (3) The reactants are [NH2:1][C:2]1[CH:3]=[CH:4][C:5]([N:8]2[C:12]3=[N:13][CH:14]=[N:15][C:16]([NH:17][C:18](=[O:24])[O:19][C:20]([CH3:23])([CH3:22])[CH3:21])=[C:11]3[C:10]([I:25])=[N:9]2)=[N:6][CH:7]=1.C=O.[BH-](OC(C)=O)(OC(C)=O)O[C:30](C)=O.[Na+]. The catalyst is C1COCC1. The product is [I:25][C:10]1[C:11]2[C:12](=[N:13][CH:14]=[N:15][C:16]=2[NH:17][C:18](=[O:24])[O:19][C:20]([CH3:21])([CH3:22])[CH3:23])[N:8]([C:5]2[CH:4]=[CH:3][C:2]([NH:1][CH3:30])=[CH:7][N:6]=2)[N:9]=1. The yield is 0.180. (4) The yield is 0.730. The product is [Br:22][C:23]1[CH:28]=[CH:27][C:26]([S:29]([N:18]2[CH2:19][CH2:20][CH2:21][N:15]([C:8]([O:10][C:11]([CH3:14])([CH3:13])[CH3:12])=[O:9])[CH2:16][CH2:17]2)(=[O:31])=[O:30])=[CH:25][CH:24]=1. The catalyst is C(Cl)Cl.CCOC(C)=O. The reactants are C(N(CC)CC)C.[C:8]([N:15]1[CH2:21][CH2:20][CH2:19][NH:18][CH2:17][CH2:16]1)([O:10][C:11]([CH3:14])([CH3:13])[CH3:12])=[O:9].[Br:22][C:23]1[CH:28]=[CH:27][C:26]([S:29](Cl)(=[O:31])=[O:30])=[CH:25][CH:24]=1. (5) The reactants are Br[C:2]1[CH:25]=[CH:24][C:5]2[N:6]([C:9]3[CH:10]=[C:11]([NH:15][C:16]([NH:18][CH2:19][C:20]([F:23])([F:22])[F:21])=[O:17])[CH:12]=[CH:13][CH:14]=3)[CH:7]=[N:8][C:4]=2[CH:3]=1.CC1(C)C(C)(C)OB([C:34]2[CH:35]=[N:36][N:37]([CH:39]3[CH2:44][CH2:43][N:42]([C:45]([O:47][C:48]([CH3:51])([CH3:50])[CH3:49])=[O:46])[CH2:41][CH2:40]3)[CH:38]=2)O1.ClCCl.C(=O)([O-])[O-].[Na+].[Na+]. The catalyst is O1CCOCC1.O. The product is [F:21][C:20]([F:23])([F:22])[CH2:19][NH:18][C:16]([NH:15][C:11]1[CH:10]=[C:9]([N:6]2[C:5]3[CH:24]=[CH:25][C:2]([C:34]4[CH:35]=[N:36][N:37]([CH:39]5[CH2:40][CH2:41][N:42]([C:45]([O:47][C:48]([CH3:51])([CH3:50])[CH3:49])=[O:46])[CH2:43][CH2:44]5)[CH:38]=4)=[CH:3][C:4]=3[N:8]=[CH:7]2)[CH:14]=[CH:13][CH:12]=1)=[O:17]. The yield is 0.340. (6) The reactants are [Cl:1][C:2]1[CH:29]=[CH:28][C:5]2[N:6]([CH2:19][C:20]3[CH:25]=[CH:24][C:23]([O:26][CH3:27])=[CH:22][CH:21]=3)[C:7](=[O:18])[CH2:8][N:9]=[C:10]([C:11]3[CH:16]=[CH:15][C:14]([F:17])=[CH:13][CH:12]=3)[C:4]=2[CH:3]=1.CC(C)([O-])C.[K+].[CH3:36][C:37]1[CH:44]=[CH:43][CH:42]=[CH:41][C:38]=1[CH2:39]Br. The catalyst is C1COCC1. The product is [Cl:1][C:2]1[CH:29]=[CH:28][C:5]2[N:6]([CH2:19][C:20]3[CH:25]=[CH:24][C:23]([O:26][CH3:27])=[CH:22][CH:21]=3)[C:7](=[O:18])[CH:8]([CH2:36][C:37]3[CH:44]=[CH:43][CH:42]=[CH:41][C:38]=3[CH3:39])[N:9]=[C:10]([C:11]3[CH:16]=[CH:15][C:14]([F:17])=[CH:13][CH:12]=3)[C:4]=2[CH:3]=1. The yield is 0.390. (7) The reactants are O.[OH-].[Li+].[C:4]1(/[C:10](=[N:17]/[O:18][CH2:19][C:20]2[CH:25]=[CH:24][C:23]([O:26][CH2:27][C:28]3[O:32][N:31]=[C:30]([C:33]4[CH:38]=[CH:37][CH:36]=[CH:35][CH:34]=4)[CH:29]=3)=[CH:22][CH:21]=2)/[CH2:11][CH2:12][C:13]([O:15]C)=[O:14])[CH:9]=[CH:8][CH:7]=[CH:6][CH:5]=1.O.Cl. The catalyst is O1CCCC1. The product is [C:4]1(/[C:10](=[N:17]/[O:18][CH2:19][C:20]2[CH:25]=[CH:24][C:23]([O:26][CH2:27][C:28]3[O:32][N:31]=[C:30]([C:33]4[CH:34]=[CH:35][CH:36]=[CH:37][CH:38]=4)[CH:29]=3)=[CH:22][CH:21]=2)/[CH2:11][CH2:12][C:13]([OH:15])=[O:14])[CH:9]=[CH:8][CH:7]=[CH:6][CH:5]=1. The yield is 0.970.